This data is from Full USPTO retrosynthesis dataset with 1.9M reactions from patents (1976-2016). The task is: Predict the reactants needed to synthesize the given product. (1) Given the product [CH2:1]([C@H:4]1[CH2:9][CH2:8][C@H:7]([C@H:10]2[CH2:15][CH2:14][C@H:13]([CH2:16][CH2:17][C:18]([O:20][C:23]3[CH:24]=[CH:25][C:26]([O:29][CH2:30][CH3:31])=[C:27]([F:28])[C:22]=3[F:21])=[O:19])[CH2:12][CH2:11]2)[CH2:6][CH2:5]1)[CH2:2][CH3:3], predict the reactants needed to synthesize it. The reactants are: [CH2:1]([C@H:4]1[CH2:9][CH2:8][C@H:7]([C@H:10]2[CH2:15][CH2:14][C@H:13]([CH2:16][CH2:17][C:18]([OH:20])=[O:19])[CH2:12][CH2:11]2)[CH2:6][CH2:5]1)[CH2:2][CH3:3].[F:21][C:22]1[C:27]([F:28])=[C:26]([O:29][CH2:30][CH3:31])[CH:25]=[CH:24][C:23]=1O.C1(N=C=NC2CCCCC2)CCCCC1.O. (2) Given the product [Cl:24][C:25]1[CH:31]=[C:30]([O:32][C:33]2[C:34]3[N:41]([CH3:42])[CH:40]=[CH:39][C:35]=3[N:36]=[CH:37][N:38]=2)[CH:29]=[CH:28][C:26]=1[NH:27][C:15]([NH:1][C:2]1[CH:7]=[CH:6][CH:5]=[CH:4][N:3]=1)=[O:16], predict the reactants needed to synthesize it. The reactants are: [NH2:1][C:2]1[CH:7]=[CH:6][CH:5]=[CH:4][N:3]=1.N1C=CC=CC=1.Cl[C:15](OC1C=CC=CC=1)=[O:16].[Cl:24][C:25]1[CH:31]=[C:30]([O:32][C:33]2[C:34]3[N:41]([CH3:42])[CH:40]=[CH:39][C:35]=3[N:36]=[CH:37][N:38]=2)[CH:29]=[CH:28][C:26]=1[NH2:27].